This data is from Forward reaction prediction with 1.9M reactions from USPTO patents (1976-2016). The task is: Predict the product of the given reaction. (1) Given the reactants Cl.Cl.[O:3]1[C:7]2[CH:8]=[CH:9][CH:10]=[C:11]([CH:12]3[CH2:17][CH2:16][N:15]([CH2:18][CH2:19][C@H:20]4[CH2:25][CH2:24][C@H:23]([NH2:26])[CH2:22][CH2:21]4)[CH2:14][CH2:13]3)[C:6]=2[CH2:5][CH2:4]1.[C:27](O)(=[O:31])[C:28]#[C:29][CH3:30], predict the reaction product. The product is: [O:3]1[C:7]2[CH:8]=[CH:9][CH:10]=[C:11]([CH:12]3[CH2:17][CH2:16][N:15]([CH2:18][CH2:19][C@H:20]4[CH2:21][CH2:22][C@H:23]([NH:26][C:27](=[O:31])[C:28]#[C:29][CH3:30])[CH2:24][CH2:25]4)[CH2:14][CH2:13]3)[C:6]=2[CH2:5][CH2:4]1. (2) Given the reactants [Cl:1][C:2]1[CH:7]=[CH:6][C:5]([NH:8][C:9]2[N:17]=[CH:16][CH:15]=[CH:14][C:10]=2[C:11]([OH:13])=O)=[CH:4][C:3]=1[O:18][CH3:19].[CH3:20][C:21]([NH2:25])([C:23]#[CH:24])[CH3:22].C1C=CC2N(O)N=NC=2C=1.CCN=C=NCCCN(C)C.CCN(C(C)C)C(C)C, predict the reaction product. The product is: [Cl:1][C:2]1[CH:7]=[CH:6][C:5]([NH:8][C:9]2[N:17]=[CH:16][CH:15]=[CH:14][C:10]=2[C:11]([NH:25][C:21]([CH3:22])([C:23]#[CH:24])[CH3:20])=[O:13])=[CH:4][C:3]=1[O:18][CH3:19]. (3) Given the reactants Br[C:2]1[CH:3]=[N:4][N:5]([C:7]2([CH3:10])[CH2:9][CH2:8]2)[CH:6]=1.[CH3:11][C:12]1([CH3:28])[C:16]([CH3:18])([CH3:17])[O:15][B:14]([B:14]2[O:15][C:16]([CH3:18])([CH3:17])[C:12]([CH3:28])([CH3:11])[O:13]2)[O:13]1.CC(O[K])=O, predict the reaction product. The product is: [CH3:10][C:7]1([N:5]2[CH:6]=[C:2]([B:14]3[O:15][C:16]([CH3:18])([CH3:17])[C:12]([CH3:28])([CH3:11])[O:13]3)[CH:3]=[N:4]2)[CH2:9][CH2:8]1. (4) Given the reactants [Br:1][C:2]1[CH:3]=[C:4]([F:14])[C:5]([F:13])=[C:6]2[C:11]=1[O:10][CH2:9][CH2:8][C:7]2=O.Cl.[NH2:16][OH:17].C([O-])(=O)C.[Na+], predict the reaction product. The product is: [Br:1][C:2]1[CH:3]=[C:4]([F:14])[C:5]([F:13])=[C:6]2[C:11]=1[O:10][CH2:9][CH2:8][C:7]2=[N:16][OH:17]. (5) Given the reactants [C:1]([NH:5][C:6](=[O:35])[C:7]1[CH:12]=[CH:11][CH:10]=[C:9]([O:13][C:14]2[CH:19]=[CH:18][C:17]([NH:20][C:21]3[C:31]4[CH:30]=[C:29]([CH:32]=O)[CH2:28][CH2:27][NH:26][C:25]=4[N:24]=[CH:23][N:22]=3)=[CH:16][C:15]=2[Cl:34])[CH:8]=1)([CH3:4])([CH3:3])[CH3:2].[ClH:36].[CH3:37][S:38]([CH:41]1[CH2:46][CH2:45][NH:44][CH2:43][CH2:42]1)(=[O:40])=[O:39].C(O[BH-](OC(=O)C)OC(=O)C)(=O)C.[Na+].Cl.C(OCC)(=O)C, predict the reaction product. The product is: [ClH:34].[ClH:36].[C:1]([NH:5][C:6](=[O:35])[C:7]1[CH:12]=[CH:11][CH:10]=[C:9]([O:13][C:14]2[CH:19]=[CH:18][C:17]([NH:20][C:21]3[C:31]4[CH:30]=[C:29]([CH2:32][N:44]5[CH2:45][CH2:46][CH:41]([S:38]([CH3:37])(=[O:40])=[O:39])[CH2:42][CH2:43]5)[CH2:28][CH2:27][NH:26][C:25]=4[N:24]=[CH:23][N:22]=3)=[CH:16][C:15]=2[Cl:34])[CH:8]=1)([CH3:3])([CH3:2])[CH3:4]. (6) Given the reactants [C:1]([O:5][C:6]([N:8]1[CH2:12][C@H:11]2[CH2:13][N:14]([C:16]3[CH:17]=[N:18][CH:19]=[C:20]([CH:24]=3)[C:21]([OH:23])=O)[CH2:15][C@H:10]2[CH2:9]1)=[O:7])([CH3:4])([CH3:3])[CH3:2].[F:25][C:26]1[CH:31]=[CH:30][CH:29]=[CH:28][C:27]=1[CH2:32][CH2:33][NH2:34], predict the reaction product. The product is: [F:25][C:26]1[CH:31]=[CH:30][CH:29]=[CH:28][C:27]=1[CH2:32][CH2:33][NH:34][C:21]([C:20]1[CH:24]=[C:16]([N:14]2[CH2:15][C@@H:10]3[CH2:9][N:8]([C:6]([O:5][C:1]([CH3:2])([CH3:4])[CH3:3])=[O:7])[CH2:12][C@@H:11]3[CH2:13]2)[CH:17]=[N:18][CH:19]=1)=[O:23]. (7) Given the reactants [NH2:1][C:2]1[S:3][C:4]([CH2:11][CH3:12])=[CH:5][C:6]=1[C:7]([O:9]C)=O.ClC(Cl)(O[C:17](=[O:23])[O:18]C(Cl)(Cl)Cl)Cl.[NH2:25][C:26]1[CH:33]=[CH:32][C:29]([C:30]#[N:31])=[CH:28]C=1.Br[CH2:35][C:36]1[CH:41]=[CH:40][C:39]([C:42]2[CH:47]=[CH:46][CH:45]=[CH:44][C:43]=2[C:48]2[N:52]=C(C(Cl)(Cl)Cl)O[N:49]=2)=[CH:38][CH:37]=1.[C:57](=[O:60])([O-])[O-].[K+].[K+].C(#[N:65])C, predict the reaction product. The product is: [CH2:11]([C:4]1[S:3][C:2]2[N:1]([CH2:35][C:36]3[CH:37]=[CH:38][C:39]([C:42]4[CH:47]=[CH:46][CH:45]=[CH:44][C:43]=4[C:48]4[NH:49][C:17](=[O:23])[O:18][N:52]=4)=[CH:40][CH:41]=3)[C:57](=[O:60])[N:65]([C:26]3[CH:33]=[CH:32][C:29]([C:30]#[N:31])=[CH:28][N:25]=3)[C:7](=[O:9])[C:6]=2[CH:5]=1)[CH3:12].